This data is from Peptide-MHC class I binding affinity with 185,985 pairs from IEDB/IMGT. The task is: Regression. Given a peptide amino acid sequence and an MHC pseudo amino acid sequence, predict their binding affinity value. This is MHC class I binding data. (1) The peptide sequence is CLVSGLSSL. The MHC is HLA-A80:01 with pseudo-sequence HLA-A80:01. The binding affinity (normalized) is 0.0847. (2) The peptide sequence is YVPSALNPA. The MHC is Patr-A0101 with pseudo-sequence Patr-A0101. The binding affinity (normalized) is 0. (3) The peptide sequence is EEVMRSRWSR. The MHC is HLA-A33:01 with pseudo-sequence HLA-A33:01. The binding affinity (normalized) is 0.536. (4) The peptide sequence is TNMVNSCTL. The MHC is H-2-Db with pseudo-sequence H-2-Db. The binding affinity (normalized) is 0.605. (5) The peptide sequence is IILANERYR. The MHC is HLA-A33:01 with pseudo-sequence HLA-A33:01. The binding affinity (normalized) is 0.267. (6) The peptide sequence is HHIWQNLL. The MHC is HLA-B15:01 with pseudo-sequence HLA-B15:01. The binding affinity (normalized) is 0.213. (7) The peptide sequence is LFPELDCFF. The MHC is HLA-C04:01 with pseudo-sequence HLA-C04:01. The binding affinity (normalized) is 0.0847.